Predict which catalyst facilitates the given reaction. From a dataset of Catalyst prediction with 721,799 reactions and 888 catalyst types from USPTO. (1) Reactant: C([O:3][C:4](=[O:29])[CH2:5][CH2:6][N:7]1[C:15]2[C:10](=[CH:11][C:12]([C:16]([N:18]3[CH2:24][C:23]4([CH3:26])[CH2:25][CH:19]3[CH2:20][C:21]([CH3:28])([CH3:27])[CH2:22]4)=[O:17])=[CH:13][CH:14]=2)[CH:9]=[CH:8]1)C.[OH-].[Na+].Cl. Product: [CH3:26][C:23]12[CH2:25][CH:19]([N:18]([C:16]([C:12]3[CH:11]=[C:10]4[C:15](=[CH:14][CH:13]=3)[N:7]([CH2:6][CH2:5][C:4]([OH:29])=[O:3])[CH:8]=[CH:9]4)=[O:17])[CH2:24]1)[CH2:20][C:21]([CH3:28])([CH3:27])[CH2:22]2. The catalyst class is: 8. (2) Reactant: [CH3:1][O:2][C:3]([C@H:5]1[NH:20][C:19](=[O:21])[C@H:18]([CH:22]([CH3:24])[CH3:23])[NH:17][C:16](=[O:25])[C@@H:15]([NH:26]C(OC(C)(C)C)=O)[CH2:14][C:13]2=[CH:34][CH:35]=[C:10]([CH:11]=[CH:12]2)[O:9][CH2:8][CH2:7][CH2:6]1)=[O:4].[ClH:36]. Product: [ClH:36].[CH3:1][O:2][C:3]([C@H:5]1[NH:20][C:19](=[O:21])[C@H:18]([CH:22]([CH3:24])[CH3:23])[NH:17][C:16](=[O:25])[C@@H:15]([NH2:26])[CH2:14][C:13]2=[CH:34][CH:35]=[C:10]([CH:11]=[CH:12]2)[O:9][CH2:8][CH2:7][CH2:6]1)=[O:4]. The catalyst class is: 12.